This data is from Catalyst prediction with 721,799 reactions and 888 catalyst types from USPTO. The task is: Predict which catalyst facilitates the given reaction. Reactant: [Cl:1][CH2:2][CH2:3][CH2:4][CH2:5][CH2:6][C:7]1[C:8](=[O:14])O[C:10](=[O:13])[C:11]=1[CH3:12].[NH2:15][C:16]1[CH:23]=[CH:22][C:19]([C:20]#[N:21])=[C:18]([C:24]([F:27])([F:26])[F:25])[CH:17]=1. Product: [Cl:1][CH2:2][CH2:3][CH2:4][CH2:5][CH2:6][C:7]1[C:8](=[O:14])[N:15]([C:16]2[CH:23]=[CH:22][C:19]([C:20]#[N:21])=[C:18]([C:24]([F:25])([F:26])[F:27])[CH:17]=2)[C:10](=[O:13])[C:11]=1[CH3:12]. The catalyst class is: 8.